From a dataset of Forward reaction prediction with 1.9M reactions from USPTO patents (1976-2016). Predict the product of the given reaction. (1) Given the reactants [F:1][C:2]([F:29])([F:28])[C:3]([CH:15]=[N:16][C:17]1[CH:26]=[CH:25][CH:24]=[C:23]2[C:18]=1[CH:19]=[CH:20][C:21]([CH3:27])=[N:22]2)([OH:14])[CH2:4][C:5]([C:8]1[CH:13]=[CH:12][CH:11]=[CH:10][CH:9]=1)([CH3:7])[CH3:6].C([O-])(O)=O.[Na+], predict the reaction product. The product is: [CH3:27][C:21]1[CH:20]=[CH:19][C:18]2[C:23](=[CH:24][CH:25]=[CH:26][C:17]=2[NH:16][CH:15]2[C:9]3[C:8](=[CH:13][CH:12]=[CH:11][CH:10]=3)[C:5]([CH3:6])([CH3:7])[CH2:4][C:3]2([C:2]([F:1])([F:28])[F:29])[OH:14])[N:22]=1. (2) The product is: [NH2:21][C:7]1[NH:6][C:5]([C:1]([CH3:4])([CH3:3])[CH3:2])=[CH:9][C:8]=1[C:10]([N:12]1[CH2:17][CH2:16][NH:15][C:14](=[O:18])[C:13]1([CH3:19])[CH3:20])=[O:11]. Given the reactants [C:1]([C:5]1[NH:6][C:7]([N+:21]([O-])=O)=[C:8]([C:10]([N:12]2[CH2:17][CH2:16][NH:15][C:14](=[O:18])[C:13]2([CH3:20])[CH3:19])=[O:11])[CH:9]=1)([CH3:4])([CH3:3])[CH3:2], predict the reaction product. (3) The product is: [CH3:9][C:8]1[N:4]2[C:5]([C:10](=[O:11])[NH:12][CH:1]=[N:3]2)=[CH:6][CH:7]=1. Given the reactants [CH:1]([NH:3][N:4]1[C:8]([CH3:9])=[CH:7][CH:6]=[C:5]1[C:10]([NH2:12])=[O:11])=O.C[O-].[Na+], predict the reaction product. (4) Given the reactants [Cl:1][C:2]1[CH:3]=[C:4]([C:8]2[N:13]=[C:12]([NH:14][C:15]3[CH:20]=[CH:19][C:18]([C:21]([CH3:27])([CH3:26])[C:22]([O:24]C)=[O:23])=[CH:17][CH:16]=3)[CH:11]=[C:10]([CH2:28][CH3:29])[N:9]=2)[CH:5]=[CH:6][CH:7]=1.O[Li].O.Cl, predict the reaction product. The product is: [Cl:1][C:2]1[CH:3]=[C:4]([C:8]2[N:13]=[C:12]([NH:14][C:15]3[CH:20]=[CH:19][C:18]([C:21]([CH3:26])([CH3:27])[C:22]([OH:24])=[O:23])=[CH:17][CH:16]=3)[CH:11]=[C:10]([CH2:28][CH3:29])[N:9]=2)[CH:5]=[CH:6][CH:7]=1. (5) Given the reactants [H-].[Na+].[Cl:3][C:4]1[N:5]=[N:6][C:7]([Cl:23])=[CH:8][C:9]=1[C:10]([C:12]1[CH:21]=[C:20]([CH3:22])[C:15]2[NH:16][C:17](=[O:19])[O:18][C:14]=2[CH:13]=1)=[O:11].I[CH3:25], predict the reaction product. The product is: [Cl:3][C:4]1[N:5]=[N:6][C:7]([Cl:23])=[CH:8][C:9]=1[C:10]([C:12]1[CH:21]=[C:20]([CH3:22])[C:15]2[N:16]([CH3:25])[C:17](=[O:19])[O:18][C:14]=2[CH:13]=1)=[O:11]. (6) Given the reactants [N+:1]([C:4]1[C:5]([C:9]([O:11]CC)=O)=[N:6][NH:7][CH:8]=1)([O-:3])=[O:2].[NH3:14], predict the reaction product. The product is: [N+:1]([C:4]1[C:5]([C:9]([NH2:14])=[O:11])=[N:6][NH:7][CH:8]=1)([O-:3])=[O:2].